From a dataset of Full USPTO retrosynthesis dataset with 1.9M reactions from patents (1976-2016). Predict the reactants needed to synthesize the given product. (1) Given the product [F:1][C:2]1[CH:7]=[CH:6][C:5]([C:8]2[C:9]3[CH:18]=[CH:17][NH:16][C:10]=3[N:11]=[C:12]([C:14]#[N:15])[N:13]=2)=[CH:4][C:3]=1[C:29]([F:30])([F:31])[F:32], predict the reactants needed to synthesize it. The reactants are: [F:1][C:2]1[CH:7]=[CH:6][C:5]([C:8]2[C:9]3[CH:18]=[CH:17][N:16](S(C4C=CC(C)=CC=4)(=O)=O)[C:10]=3[N:11]=[C:12]([C:14]#[N:15])[N:13]=2)=[CH:4][C:3]=1[C:29]([F:32])([F:31])[F:30]. (2) Given the product [Br:14][C:6]1[S:7][CH:8]=[CH:9][C:5]=1[CH2:4][CH:3]([CH2:1][CH3:2])[CH2:10][CH2:11][CH2:12][CH3:13], predict the reactants needed to synthesize it. The reactants are: [CH2:1]([CH:3]([CH2:10][CH2:11][CH2:12][CH3:13])[CH2:4][C:5]1[CH:9]=[CH:8][S:7][CH:6]=1)[CH3:2].[Br:14]N1C(=O)CCC1=O.